From a dataset of Full USPTO retrosynthesis dataset with 1.9M reactions from patents (1976-2016). Predict the reactants needed to synthesize the given product. (1) Given the product [NH2:3][C:4]1[CH:13]=[CH:12][C:11]([C:14]([C:16]2[N:24]3[C:19]([CH:20]=[CH:21][CH:22]=[CH:23]3)=[C:18]([Br:25])[C:17]=2[CH3:26])=[O:15])=[CH:10][C:5]=1[C:6]([OH:8])=[O:7], predict the reactants needed to synthesize it. The reactants are: [OH-].[Na+].[NH2:3][C:4]1[CH:13]=[CH:12][C:11]([C:14]([C:16]2[N:24]3[C:19]([CH:20]=[CH:21][CH:22]=[CH:23]3)=[C:18]([Br:25])[C:17]=2[CH3:26])=[O:15])=[CH:10][C:5]=1[C:6]([O:8]C)=[O:7].Cl. (2) Given the product [CH3:40][O:39][C:37]1[CH:36]=[CH:35][C:34]([OH:41])=[C:33]([C:32]2[CH:3]=[C:4]([C:5]3[CH:10]=[CH:9][CH:8]=[CH:7][N:6]=3)[O:30][N:31]=2)[CH:38]=1, predict the reactants needed to synthesize it. The reactants are: C[Si](C)(C)[C:3]#[C:4][C:5]1[CH:10]=[CH:9][CH:8]=[CH:7][N:6]=1.F.F.F.C(N(CC)CC)C.[O-][Mn](=O)(=O)=O.[K+].Cl[O:30][N:31]=[CH:32][C:33]1[CH:38]=[C:37]([O:39][CH3:40])[CH:36]=[CH:35][C:34]=1[OH:41]. (3) Given the product [Cl:12][C:13]1[C:18]([N:19]2[CH2:24][CH2:23][CH:22]([C:25]3[CH:26]=[C:27]([Cl:32])[CH:28]=[C:29]([Cl:31])[CH:30]=3)[CH2:21][CH2:20]2)=[CH:17][N:16]=[N:15][C:14]=1[NH:33][NH:34][C:9](=[O:11])[CH2:8][CH:5]1[CH2:6][CH2:7]1, predict the reactants needed to synthesize it. The reactants are: S(Cl)(Cl)=O.[CH:5]1([CH2:8][C:9]([OH:11])=O)[CH2:7][CH2:6]1.[Cl:12][C:13]1[C:18]([N:19]2[CH2:24][CH2:23][CH:22]([C:25]3[CH:30]=[C:29]([Cl:31])[CH:28]=[C:27]([Cl:32])[CH:26]=3)[CH2:21][CH2:20]2)=[CH:17][N:16]=[N:15][C:14]=1[NH:33][NH2:34].C(=O)(O)[O-].[Na+]. (4) Given the product [CH:32]([N:30]([CH3:31])[C:29]1[C:20]([C:9]2[C:10]([C:14]([F:15])([F:16])[F:17])=[N:11][NH:12][CH:13]=2)=[N:21][C:22]2[C:27]([N:28]=1)=[CH:26][C:25]([C:35]([O:37][CH3:38])=[O:36])=[CH:24][CH:23]=2)([CH3:34])[CH3:33], predict the reactants needed to synthesize it. The reactants are: CC1(C)C(C)(C)OB([C:9]2[C:10]([C:14]([F:17])([F:16])[F:15])=[N:11][NH:12][CH:13]=2)O1.Cl[C:20]1[C:29]([N:30]([CH:32]([CH3:34])[CH3:33])[CH3:31])=[N:28][C:27]2[C:22](=[CH:23][CH:24]=[C:25]([C:35]([O:37][CH3:38])=[O:36])[CH:26]=2)[N:21]=1.C(=O)([O-])[O-].[Na+].[Na+]. (5) Given the product [CH3:25][O:26][CH2:27][CH2:28][N:29]([CH3:30])[CH2:21][CH2:20][C:19]#[C:18][C:16]1[CH:15]=[CH:14][C:13]2[C:9]([C:6]3[CH:7]=[CH:8][C:3]([C:2]([F:24])([F:23])[F:1])=[CH:4][CH:5]=3)=[N:10][S:11][C:12]=2[CH:17]=1, predict the reactants needed to synthesize it. The reactants are: [F:1][C:2]([F:24])([F:23])[C:3]1[CH:8]=[CH:7][C:6]([C:9]2[C:13]3[CH:14]=[CH:15][C:16]([C:18]#[C:19][CH2:20][CH2:21]O)=[CH:17][C:12]=3[S:11][N:10]=2)=[CH:5][CH:4]=1.[CH3:25][O:26][CH2:27][CH2:28][NH:29][CH3:30]. (6) Given the product [C:19]([O:18][C@@H:8]1[C@@H:7]([CH2:22][O:23][C:24](=[O:26])[CH3:25])[O:6][C@H:5]2[C@H:10]([N:11]=[C:12]([NH:31][CH2:30][CH2:29][F:28])[S:13]2)[C@H:9]1[O:14][C:15](=[O:17])[CH3:16])(=[O:21])[CH3:20], predict the reactants needed to synthesize it. The reactants are: C(O[C@H:5]1[C@H:10]([N:11]=[C:12]=[S:13])[C@@H:9]([O:14][C:15](=[O:17])[CH3:16])[C@H:8]([O:18][C:19](=[O:21])[CH3:20])[C@@H:7]([CH2:22][O:23][C:24](=[O:26])[CH3:25])[O:6]1)(=O)C.Cl.[F:28][CH2:29][CH2:30][NH2:31].C(N(CC)CC)C.FC(F)(F)C(O)=O. (7) Given the product [N:19]1[S:9][N:12]=[C:13]2[CH:14]=[C:15]([C:20](=[O:23])[CH2:21][CH3:22])[CH:16]=[CH:17][C:18]=12, predict the reactants needed to synthesize it. The reactants are: NC1C=CC=CC=1.O=[S:9](Cl)Cl.[NH2:12][C:13]1[CH:14]=[C:15]([C:20](=[O:23])[CH2:21][CH3:22])[CH:16]=[CH:17][C:18]=1[NH2:19].